This data is from Reaction yield outcomes from USPTO patents with 853,638 reactions. The task is: Predict the reaction yield, written as a fraction of the theoretical maximum amount of product (1.0 means a 100% yield; for example, 0.34 means a 34% yield). (1) The reactants are [F:1][C:2]([F:16])([F:15])[CH2:3][NH:4][C:5]1[CH:14]=[CH:13][C:8]([C:9]([O:11]C)=[O:10])=[CH:7][CH:6]=1.CO.[OH-].[K+]. The catalyst is O. The product is [F:1][C:2]([F:15])([F:16])[CH2:3][NH:4][C:5]1[CH:6]=[CH:7][C:8]([C:9]([OH:11])=[O:10])=[CH:13][CH:14]=1. The yield is 0.850. (2) The reactants are Cl[CH2:2][C:3](Cl)=[O:4].[CH2:6]([NH:13][CH2:14][CH:15]([C:17]1[CH:22]=[CH:21][C:20]([Br:23])=[CH:19][CH:18]=1)[OH:16])[C:7]1[CH:12]=[CH:11][CH:10]=[CH:9][CH:8]=1.C(N(CC)CC)C.C[O-].[Na+]. The catalyst is C1(C)C=CC=CC=1.CO. The yield is 0.860. The product is [CH2:6]([N:13]1[CH2:14][CH:15]([C:17]2[CH:18]=[CH:19][C:20]([Br:23])=[CH:21][CH:22]=2)[O:16][CH2:2][C:3]1=[O:4])[C:7]1[CH:8]=[CH:9][CH:10]=[CH:11][CH:12]=1. (3) The reactants are C(OC([N:8]1[C:16]2[C:11](=[C:12]([NH:24][C:25]3[CH:30]=[CH:29][C:28]([I:31])=[CH:27][C:26]=3[F:32])[C:13]([C:17]([O:19]C(C)(C)C)=[O:18])=[CH:14][CH:15]=2)[CH:10]=[N:9]1)=O)(C)(C)C.C(O)(C(F)(F)F)=O. The catalyst is C(Cl)Cl. The product is [F:32][C:26]1[CH:27]=[C:28]([I:31])[CH:29]=[CH:30][C:25]=1[NH:24][C:12]1[C:13]([C:17]([OH:19])=[O:18])=[CH:14][CH:15]=[C:16]2[C:11]=1[CH:10]=[N:9][NH:8]2. The yield is 0.840. (4) The reactants are [F:1][C:2]1[C:7]([CH:8]=[O:9])=[CH:6][CH:5]=[C:4]([NH:10][CH2:11][C:12]2[CH:17]=[CH:16][C:15]([O:18][CH3:19])=[CH:14][CH:13]=2)[N:3]=1.[C:20]([O:24][C:25](O[C:25]([O:24][C:20]([CH3:23])([CH3:22])[CH3:21])=[O:26])=[O:26])([CH3:23])([CH3:22])[CH3:21].CN(C1C=CC=CN=1)C. The catalyst is C(O)(C)(C)C. The product is [C:20]([O:24][C:25](=[O:26])[N:10]([C:4]1[CH:5]=[CH:6][C:7]([CH:8]=[O:9])=[C:2]([F:1])[N:3]=1)[CH2:11][C:12]1[CH:17]=[CH:16][C:15]([O:18][CH3:19])=[CH:14][CH:13]=1)([CH3:23])([CH3:22])[CH3:21]. The yield is 0.629. (5) The reactants are C(OC([N:8]([CH2:16][C:17]1[O:18][C:19]2[CH:25]=[C:24]([C:26]3[C:34]4[C:29](=[CH:30][C:31]([F:35])=[CH:32][CH:33]=4)[NH:28][CH:27]=3)[CH:23]=[CH:22][C:20]=2[N:21]=1)C(=O)OC(C)(C)C)=O)(C)(C)C. The catalyst is Cl.O1CCOCC1. The product is [F:35][C:31]1[CH:30]=[C:29]2[C:34]([C:26]([C:24]3[CH:23]=[CH:22][C:20]4[N:21]=[C:17]([CH2:16][NH2:8])[O:18][C:19]=4[CH:25]=3)=[CH:27][NH:28]2)=[CH:33][CH:32]=1. The yield is 1.00.